Dataset: Reaction yield outcomes from USPTO patents with 853,638 reactions. Task: Predict the reaction yield, written as a fraction of the theoretical maximum amount of product (1.0 means a 100% yield; for example, 0.34 means a 34% yield). The reactants are C([O:9][C@H:10]1[C@@H:14]([O:15]C(=O)C2C=CC=CC=2)[C@H:13]([N:24]2[CH:29]=[CH:28][CH:27]=[N:26][C:25]2=[O:30])[O:12][C@@H:11]1[CH2:31][O:32]C(=O)C1C=CC=CC=1)(=O)C1C=CC=CC=1.N. The catalyst is CO. The product is [OH:15][C@@H:14]1[C@H:10]([OH:9])[C@@H:11]([CH2:31][OH:32])[O:12][C@H:13]1[N:24]1[CH:29]=[CH:28][CH:27]=[N:26][C:25]1=[O:30]. The yield is 0.940.